Dataset: Peptide-MHC class II binding affinity with 134,281 pairs from IEDB. Task: Regression. Given a peptide amino acid sequence and an MHC pseudo amino acid sequence, predict their binding affinity value. This is MHC class II binding data. (1) The peptide sequence is KFIPALEAAVKQAYA. The MHC is DRB1_0401 with pseudo-sequence DRB1_0401. The binding affinity (normalized) is 0.471. (2) The peptide sequence is CGGTGKNTIVIPKGD. The MHC is DRB3_0202 with pseudo-sequence DRB3_0202. The binding affinity (normalized) is 0. (3) The peptide sequence is IIFSQNMNIKLKMPL. The MHC is HLA-DQA10104-DQB10503 with pseudo-sequence HLA-DQA10104-DQB10503. The binding affinity (normalized) is 0.0305. (4) The peptide sequence is TTGCAEHCSLNENIT. The MHC is DRB1_0802 with pseudo-sequence DRB1_0802. The binding affinity (normalized) is 0.214. (5) The binding affinity (normalized) is 0.510. The MHC is DRB4_0101 with pseudo-sequence DRB4_0103. The peptide sequence is KTSLYNLRRGTALAIPQCRLTPLSRL. (6) The peptide sequence is YDFNKLTALAVSQLT. The MHC is DRB1_0701 with pseudo-sequence DRB1_0701. The binding affinity (normalized) is 0.807. (7) The peptide sequence is SGARSNVTFTVNQTS. The MHC is HLA-DQA10201-DQB10303 with pseudo-sequence HLA-DQA10201-DQB10303. The binding affinity (normalized) is 0.551. (8) The peptide sequence is DHPGYELENDNQLLY. The MHC is DRB1_0101 with pseudo-sequence DRB1_0101. The binding affinity (normalized) is 0.204. (9) The peptide sequence is ASYFAADRILPELTE. The MHC is DRB1_1302 with pseudo-sequence DRB1_1302. The binding affinity (normalized) is 0.300. (10) The peptide sequence is KPIFHFVGTSTFSEY. The MHC is HLA-DPA10201-DPB10101 with pseudo-sequence HLA-DPA10201-DPB10101. The binding affinity (normalized) is 0.408.